Dataset: Catalyst prediction with 721,799 reactions and 888 catalyst types from USPTO. Task: Predict which catalyst facilitates the given reaction. Reactant: CN(C)C=O.[C:6]([O:10][C:11]([N:13]1[CH2:17][CH2:16][CH2:15][CH:14]1[C:18]1[CH:22]=[C:21]([CH2:23]Br)[O:20][N:19]=1)=[O:12])([CH3:9])([CH3:8])[CH3:7].[CH2:25]([O:27][C:28](=[O:42])[CH:29]([NH:35][C:36]([O:38][CH2:39][CH:40]=[CH2:41])=[O:37])[C:30]([O:32][CH2:33][CH3:34])=[O:31])[CH3:26].C(=O)([O-])[O-].[Cs+].[Cs+]. Product: [CH2:33]([O:32][C:30](=[O:31])[C:29]([NH:35][C:36]([O:38][CH2:39][CH:40]=[CH2:41])=[O:37])([CH2:23][C:21]1[O:20][N:19]=[C:18]([CH:14]2[CH2:15][CH2:16][CH2:17][N:13]2[C:11]([O:10][C:6]([CH3:9])([CH3:8])[CH3:7])=[O:12])[CH:22]=1)[C:28]([O:27][CH2:25][CH3:26])=[O:42])[CH3:34]. The catalyst class is: 27.